From a dataset of Aqueous solubility values for 9,982 compounds from the AqSolDB database. Regression/Classification. Given a drug SMILES string, predict its absorption, distribution, metabolism, or excretion properties. Task type varies by dataset: regression for continuous measurements (e.g., permeability, clearance, half-life) or binary classification for categorical outcomes (e.g., BBB penetration, CYP inhibition). For this dataset (solubility_aqsoldb), we predict Y. (1) The molecule is [Nd+3].[OH-].[OH-].[OH-]. The Y is -5.04 log mol/L. (2) The drug is CCC(=O)C(C)C. The Y is -0.811 log mol/L. (3) The molecule is CCCCCCCCCCCC(=O)OOC(=O)CCCCCCCCCCC. The Y is -6.60 log mol/L. (4) The drug is Nc1cccc(Cl)c1Cl. The Y is -2.13 log mol/L. (5) The molecule is C=CCOc1nc(OCC=C)nc(OCC=C)n1. The Y is -2.87 log mol/L. (6) The compound is O=C([O-])c1ccc(Cl)o1. The Y is -1.72 log mol/L. (7) The drug is CC(O)CN(CC(C)O)C(=O)COC(=O)c1ccccc1. The Y is -1.18 log mol/L.